From a dataset of Forward reaction prediction with 1.9M reactions from USPTO patents (1976-2016). Predict the product of the given reaction. (1) Given the reactants [F:1][C:2]1[CH:7]=[C:6](F)[C:5]([N+:9]([O-:11])=[O:10])=[CH:4][C:3]=1[S:12]([NH:15][CH3:16])(=[O:14])=[O:13].Cl.[CH3:18][NH:19][CH3:20].CCN(CC)CC.Cl, predict the reaction product. The product is: [CH3:18][N:19]([CH3:20])[C:6]1[C:5]([N+:9]([O-:11])=[O:10])=[CH:4][C:3]([S:12]([NH:15][CH3:16])(=[O:14])=[O:13])=[C:2]([F:1])[CH:7]=1. (2) Given the reactants O[C:2]1[CH:7]=[C:6]([CH3:8])[N:5]=[C:4]([N:9]2[CH2:13][CH2:12][CH2:11][CH:10]2[C:14]2[O:18][N:17]=[C:16]([C:19]3[CH:24]=[CH:23][CH:22]=[CH:21][N:20]=3)[CH:15]=2)[N:3]=1.[NH2:25][C:26]1[CH:30]=[C:29]([CH:31]2[CH2:33][CH2:32]2)[NH:28][N:27]=1.Cl, predict the reaction product. The product is: [CH:31]1([C:29]2[NH:28][N:27]=[C:26]([NH:25][C:2]3[CH:7]=[C:6]([CH3:8])[N:5]=[C:4]([N:9]4[CH2:13][CH2:12][CH2:11][CH:10]4[C:14]4[O:18][N:17]=[C:16]([C:19]5[CH:24]=[CH:23][CH:22]=[CH:21][N:20]=5)[CH:15]=4)[N:3]=3)[CH:30]=2)[CH2:33][CH2:32]1.